From a dataset of Forward reaction prediction with 1.9M reactions from USPTO patents (1976-2016). Predict the product of the given reaction. (1) Given the reactants N[C:2]1[CH:7]=[CH:6][C:5]([N:8]2[CH2:13][CH2:12][CH:11]([C:14]([N:16]([CH3:18])[CH3:17])=[O:15])[CH2:10][CH2:9]2)=[CH:4][CH:3]=1.N([O-])=O.[Na+].[BrH:23], predict the reaction product. The product is: [Br:23][C:2]1[CH:7]=[CH:6][C:5]([N:8]2[CH2:13][CH2:12][CH:11]([C:14]([N:16]([CH3:18])[CH3:17])=[O:15])[CH2:10][CH2:9]2)=[CH:4][CH:3]=1. (2) Given the reactants Cl.[NH2:2][C:3]([NH2:5])=[NH:4].CN(C)[CH:8]=[CH:9][C:10]([C:12]1[CH:21]=[CH:20][C:19]2[NH:18][C:17](=[O:22])[C:16]3[NH:23][CH:24]=[CH:25][C:15]=3[C:14]=2[CH:13]=1)=O.[CH2:27]([C:29]([O-:31])=[O:30])[CH3:28], predict the reaction product. The product is: [NH2:4][C:3]1[N:5]=[C:10]([C:12]2[CH:21]=[CH:20][C:19]3[NH:18][C:17](=[O:22])[C:16]4[NH:23][CH:24]=[CH:25][C:15]=4[C:14]=3[CH:13]=2)[CH:9]=[CH:8][N:2]=1.[CH2:27]([C:29]([O-:31])=[O:30])[CH3:28]. (3) Given the reactants [C:1]1([CH2:7][CH2:8][CH2:9][CH2:10][CH2:11]Br)[CH:6]=[CH:5][CH:4]=[CH:3][CH:2]=1.[Mg].[Br-].C[O:16][C:17]([C@@H:19]1[CH2:24][CH2:23][CH2:22][CH2:21][N:20]1[S:25](=[O:40])(=[O:39])[NH:26][C:27]1[CH:32]=[C:31]([O:33][CH3:34])[C:30]([O:35][CH3:36])=[C:29]([O:37][CH3:38])[CH:28]=1)=O.[Cl-].[NH4+], predict the reaction product. The product is: [CH3:38][O:37][C:29]1[CH:28]=[C:27]([NH:26][S:25]([N:20]2[CH2:21][CH2:22][CH2:23][CH2:24][C@H:19]2[C:17](=[O:16])[CH2:11][CH2:10][CH2:9][CH2:8][CH2:7][C:1]2[CH:6]=[CH:5][CH:4]=[CH:3][CH:2]=2)(=[O:40])=[O:39])[CH:32]=[C:31]([O:33][CH3:34])[C:30]=1[O:35][CH3:36]. (4) Given the reactants [Cl:1][C:2]1[CH:7]=[C:6]([C:8]#[CH:9])[CH:5]=[C:4]([Cl:10])[CH:3]=1.C([Li])CCC.CON(C)[C:19]([C:21]1[CH:22]=[N:23][C:24]2[C:29]([CH:30]=1)=[CH:28][CH:27]=[CH:26][CH:25]=2)=[O:20], predict the reaction product. The product is: [Cl:1][C:2]1[CH:7]=[C:6]([C:8]#[C:9][C:19]([C:21]2[CH:22]=[N:23][C:24]3[C:29]([CH:30]=2)=[CH:28][CH:27]=[CH:26][CH:25]=3)=[O:20])[CH:5]=[C:4]([Cl:10])[CH:3]=1. (5) The product is: [N+:1]([C:4]1[CH:5]=[C:6]([CH:12]=[CH:11][C:13]2[CH:18]=[CH:17][N:16]=[CH:15][CH:14]=2)[CH:7]=[CH:8][CH:9]=1)([O-:3])=[O:2]. Given the reactants [N+:1]([C:4]1[CH:5]=[C:6](I)[CH:7]=[CH:8][CH:9]=1)([O-:3])=[O:2].[CH:11]([C:13]1[CH:18]=[CH:17][N:16]=[CH:15][CH:14]=1)=[CH2:12], predict the reaction product. (6) Given the reactants [F:1][CH2:2][CH2:3][N:4]1[CH2:9][CH2:8][N:7](C(OC(C)(C)C)=O)[CH2:6][CH2:5]1.C([O-])([O-])=O.[K+].[K+], predict the reaction product. The product is: [F:1][CH2:2][CH2:3][N:4]1[CH2:9][CH2:8][NH:7][CH2:6][CH2:5]1. (7) Given the reactants [CH3:1][CH:2]([CH3:31])[C:3]([NH:5][C:6]1[CH:11]=[CH:10][CH:9]=[C:8]([CH:12]2[CH2:17][CH2:16][N:15]([CH2:18][CH2:19][CH2:20][CH2:21][CH2:22][C:23](=O)[C:24]3[CH:29]=[CH:28][CH:27]=[CH:26][CH:25]=3)[CH2:14][CH2:13]2)[CH:7]=1)=[O:4].Cl.[C:33]1([N:39]([C:41]2[CH:46]=[CH:45][CH:44]=[CH:43][CH:42]=2)N)[CH:38]=[CH:37][CH:36]=[CH:35][CH:34]=1, predict the reaction product. The product is: [C:33]1([N:39]2[C:41]3[C:46](=[CH:45][CH:44]=[CH:43][CH:42]=3)[C:22]([CH2:21][CH2:20][CH2:19][CH2:18][N:15]3[CH2:16][CH2:17][CH:12]([C:8]4[CH:7]=[C:6]([NH:5][C:3](=[O:4])[CH:2]([CH3:31])[CH3:1])[CH:11]=[CH:10][CH:9]=4)[CH2:13][CH2:14]3)=[C:23]2[C:24]2[CH:25]=[CH:26][CH:27]=[CH:28][CH:29]=2)[CH:38]=[CH:37][CH:36]=[CH:35][CH:34]=1.